This data is from NCI-60 drug combinations with 297,098 pairs across 59 cell lines. The task is: Regression. Given two drug SMILES strings and cell line genomic features, predict the synergy score measuring deviation from expected non-interaction effect. Drug 1: C1=CN(C=N1)CC(O)(P(=O)(O)O)P(=O)(O)O. Drug 2: C1CN(CCN1C(=O)CCBr)C(=O)CCBr. Cell line: 786-0. Synergy scores: CSS=10.7, Synergy_ZIP=-4.92, Synergy_Bliss=-0.146, Synergy_Loewe=-2.67, Synergy_HSA=-1.77.